From a dataset of Reaction yield outcomes from USPTO patents with 853,638 reactions. Predict the reaction yield, written as a fraction of the theoretical maximum amount of product (1.0 means a 100% yield; for example, 0.34 means a 34% yield). (1) The reactants are F[P-](F)(F)(F)(F)F.N1(O[P+](N(C)C)(N(C)C)N(C)C)C2C=CC=CC=2N=N1.[C:28]([O:32][C:33](=[O:60])[CH:34]([NH:44][C:45]([C:47]1[CH:52]=[CH:51][C:50]([C:53]2[CH:58]=[CH:57][C:56]([NH2:59])=[CH:55][CH:54]=2)=[CH:49][CH:48]=1)=[O:46])[CH2:35][CH2:36][C:37]([O:39][C:40]([CH3:43])([CH3:42])[CH3:41])=[O:38])([CH3:31])([CH3:30])[CH3:29].[O:61]1[C:65]2[CH:66]=[CH:67][CH:68]=[CH:69][C:64]=2[CH:63]=[C:62]1[C:70](O)=[O:71]. No catalyst specified. The product is [C:28]([O:32][C:33](=[O:60])[CH:34]([NH:44][C:45]([C:47]1[CH:48]=[CH:49][C:50]([C:53]2[CH:54]=[CH:55][C:56]([NH:59][C:70]([C:62]3[O:61][C:65]4[CH:66]=[CH:67][CH:68]=[CH:69][C:64]=4[CH:63]=3)=[O:71])=[CH:57][CH:58]=2)=[CH:51][CH:52]=1)=[O:46])[CH2:35][CH2:36][C:37]([O:39][C:40]([CH3:43])([CH3:42])[CH3:41])=[O:38])([CH3:29])([CH3:30])[CH3:31]. The yield is 0.400. (2) The reactants are C(=O)([O-])[O-].[K+].[K+].[CH3:7][N:8]=[C:9]=[O:10].[CH3:11][C:12]1[C:13]([O:18][C:19]2[CH:24]=[CH:23][C:22]([N+:25]([O-:27])=[O:26])=[CH:21][C:20]=2[C:28]([F:31])([F:30])[F:29])=[N:14][NH:15][C:16]=1[CH3:17].Cl. The catalyst is C(OCC)(=O)C. The product is [CH3:7][NH:8][C:9]([N:15]1[C:16]([CH3:17])=[C:12]([CH3:11])[C:13]([O:18][C:19]2[CH:24]=[CH:23][C:22]([N+:25]([O-:27])=[O:26])=[CH:21][C:20]=2[C:28]([F:29])([F:30])[F:31])=[N:14]1)=[O:10]. The yield is 0.819. (3) The catalyst is ClCCl. The product is [O:31]=[C:30]1[C:29]2[C:24](=[CH:25][CH:26]=[CH:27][CH:28]=2)[C:23](=[O:32])[N:22]1[CH2:21][C@@H:20]([NH:19][C:8]([C:6]1[S:7][C:3]([CH2:1][CH3:2])=[C:4]([C:11]2[N:15]([CH3:16])[N:14]=[CH:13][C:12]=2[CH2:17][CH3:18])[CH:5]=1)=[O:10])[CH2:33][C:34]1[CH:39]=[CH:38][CH:37]=[CH:36][C:35]=1[C:40]([F:42])([F:41])[F:43]. The reactants are [CH2:1]([C:3]1[S:7][C:6]([C:8]([OH:10])=O)=[CH:5][C:4]=1[C:11]1[N:15]([CH3:16])[N:14]=[CH:13][C:12]=1[CH2:17][CH3:18])[CH3:2].[NH2:19][C@@H:20]([CH2:33][C:34]1[CH:39]=[CH:38][CH:37]=[CH:36][C:35]=1[C:40]([F:43])([F:42])[F:41])[CH2:21][N:22]1[C:30](=[O:31])[C:29]2[C:24](=[CH:25][CH:26]=[CH:27][CH:28]=2)[C:23]1=[O:32].C(N(CC)C(C)C)(C)C.F[P-](F)(F)(F)(F)F.Br[P+](N1CCCC1)(N1CCCC1)N1CCCC1. The yield is 0.570. (4) The reactants are [CH2:1]([NH:3][C@H:4]1[CH2:8][CH2:7][N:6]([C:9]2[C:14]([C:15]([O:17][CH:18]([CH3:20])[CH3:19])=[O:16])=[CH:13][CH:12]=[CH:11][N:10]=2)[CH2:5]1)[CH3:2].[CH2:21]([C:23]1[CH:24]=[C:25]([CH:28]=[CH:29][CH:30]=1)[CH:26]=O)[CH3:22].[BH-](OC(C)=O)(OC(C)=O)OC(C)=O.[Na+].O. The catalyst is C1COCC1. The product is [CH2:1]([N:3]([CH2:26][C:25]1[CH:28]=[CH:29][CH:30]=[C:23]([CH2:21][CH3:22])[CH:24]=1)[C@H:4]1[CH2:8][CH2:7][N:6]([C:9]2[C:14]([C:15]([O:17][CH:18]([CH3:19])[CH3:20])=[O:16])=[CH:13][CH:12]=[CH:11][N:10]=2)[CH2:5]1)[CH3:2]. The yield is 0.350. (5) The reactants are [N:1]([CH:4]([C:6]1[N:7]=[C:8]2[S:16][CH:15]=[CH:14][N:9]2[C:10](=[O:13])[C:11]=1Br)[CH3:5])=[N+:2]=[N-:3].[F:17][C:18]1[CH:19]=[C:20](B(O)O)[CH:21]=[C:22]([F:24])[CH:23]=1.C(=O)([O-])[O-].[Na+].[Na+].O. The catalyst is O1CCOCC1.C(OCC)(=O)C.C1C=CC([P]([Pd]([P](C2C=CC=CC=2)(C2C=CC=CC=2)C2C=CC=CC=2)([P](C2C=CC=CC=2)(C2C=CC=CC=2)C2C=CC=CC=2)[P](C2C=CC=CC=2)(C2C=CC=CC=2)C2C=CC=CC=2)(C2C=CC=CC=2)C2C=CC=CC=2)=CC=1. The product is [N:1]([CH:4]([C:6]1[N:7]=[C:8]2[S:16][CH:15]=[CH:14][N:9]2[C:10](=[O:13])[C:11]=1[C:20]1[CH:19]=[C:18]([F:17])[CH:23]=[C:22]([F:24])[CH:21]=1)[CH3:5])=[N+:2]=[N-:3]. The yield is 0.530. (6) The yield is 0.500. The reactants are [CH3:1][C:2]1([CH3:27])[C:6]([CH3:8])([CH3:7])[O:5][B:4]([C:9]2[CH:26]=[CH:25][C:12]([CH2:13]OC3C=CC=CC=3C(OC)=O)=[CH:11][CH:10]=2)[O:3]1.[OH:28][C:29]1[C:34](=[O:35])[CH:33]=[CH:32][N:31]([CH3:36])[C:30]=1[CH3:37].BrCC1C=CC(B2OC(C)(C)C(C)(C)O2)=CC=1.C([O-])([O-])=O.[K+].[K+]. The product is [CH3:36][N:31]1[CH:32]=[CH:33][C:34](=[O:35])[C:29]([O:28][CH2:13][C:12]2[CH:11]=[CH:10][C:9]([B:4]3[O:3][C:2]([CH3:27])([CH3:1])[C:6]([CH3:8])([CH3:7])[O:5]3)=[CH:26][CH:25]=2)=[C:30]1[CH3:37]. The catalyst is C(#N)C. (7) The reactants are [Br:1][C:2]1[S:3][CH:4]=[C:5]([C:7]([OH:9])=O)[N:6]=1.[NH:10]1[CH:19]2[CH:14]([CH2:15][CH2:16][CH2:17][CH2:18]2)[CH2:13][CH2:12][CH2:11]1.CCN(C(C)C)C(C)C.C1CN([P+](Br)(N2CCCC2)N2CCCC2)CC1.F[P-](F)(F)(F)(F)F. The catalyst is C(Cl)Cl. The product is [Br:1][C:2]1[S:3][CH:4]=[C:5]([C:7]([N:10]2[CH:19]3[CH:14]([CH2:15][CH2:16][CH2:17][CH2:18]3)[CH2:13][CH2:12][CH2:11]2)=[O:9])[N:6]=1. The yield is 0.860.